Dataset: CYP2C19 inhibition data for predicting drug metabolism from PubChem BioAssay. Task: Regression/Classification. Given a drug SMILES string, predict its absorption, distribution, metabolism, or excretion properties. Task type varies by dataset: regression for continuous measurements (e.g., permeability, clearance, half-life) or binary classification for categorical outcomes (e.g., BBB penetration, CYP inhibition). Dataset: cyp2c19_veith. (1) The compound is CCc1nnc(NC(=O)C2Cc3ccccc3CN2S(=O)(=O)c2ccc(C)cc2)s1. The result is 1 (inhibitor). (2) The molecule is CC(=O)[C@@]1(O)CC[C@H]2[C@H]3C[C@@H](C)C4=CC(=O)C=C[C@]4(C)[C@@]3(F)[C@@H](O)C[C@]21C. The result is 0 (non-inhibitor).